From a dataset of Catalyst prediction with 721,799 reactions and 888 catalyst types from USPTO. Predict which catalyst facilitates the given reaction. (1) Reactant: [F:1][C:2]([F:22])([F:21])[CH:3]([CH:5]1[CH2:10][CH2:9][N:8]([C:11]([O:13][CH2:14][C:15]2[CH:20]=[CH:19][CH:18]=[CH:17][CH:16]=2)=[O:12])[CH2:7][CH2:6]1)[OH:4].CC(OI1(OC(C)=O)(OC(C)=O)OC(=O)C2C=CC=CC1=2)=O.C(=O)([O-])[O-].[K+].[K+]. Product: [F:22][C:2]([F:1])([F:21])[C:3]([CH:5]1[CH2:10][CH2:9][N:8]([C:11]([O:13][CH2:14][C:15]2[CH:16]=[CH:17][CH:18]=[CH:19][CH:20]=2)=[O:12])[CH2:7][CH2:6]1)=[O:4]. The catalyst class is: 2. (2) Reactant: [CH3:1][C:2]1[N:7]=[C:6]([OH:8])[CH:5]=[CH:4][CH:3]=1.C(=O)([O-])[O-].[Cs+].[Cs+].[C:15]([O:19][C:20]([N:22]1[CH2:27][CH2:26][C@@H:25]([C:28]2[CH:33]=[CH:32][CH:31]=[CH:30][CH:29]=2)[C@H:24]([CH2:34]OS(C)(=O)=O)[CH2:23]1)=[O:21])([CH3:18])([CH3:17])[CH3:16]. Product: [C:15]([O:19][C:20]([N:22]1[CH2:27][CH2:26][C@@H:25]([C:28]2[CH:33]=[CH:32][CH:31]=[CH:30][CH:29]=2)[C@H:24]([CH2:34][O:8][C:6]2[CH:5]=[CH:4][CH:3]=[C:2]([CH3:1])[N:7]=2)[CH2:23]1)=[O:21])([CH3:18])([CH3:16])[CH3:17]. The catalyst class is: 10.